This data is from Reaction yield outcomes from USPTO patents with 853,638 reactions. The task is: Predict the reaction yield, written as a fraction of the theoretical maximum amount of product (1.0 means a 100% yield; for example, 0.34 means a 34% yield). (1) The reactants are [CH2:1]([N:8]1[C:12]([C:13]2[CH:18]=[CH:17][CH:16]=[CH:15][CH:14]=2)=[CH:11][C:10]([CH2:19]Br)=[N:9]1)[C:2]1[CH:7]=[CH:6][CH:5]=[CH:4][CH:3]=1.[C-:21]#[N:22].[Na+].[OH-].[NH4+]. The catalyst is CN(C=O)C.O. The product is [CH2:1]([N:8]1[C:12]([C:13]2[CH:18]=[CH:17][CH:16]=[CH:15][CH:14]=2)=[CH:11][C:10]([CH2:19][C:21]#[N:22])=[N:9]1)[C:2]1[CH:7]=[CH:6][CH:5]=[CH:4][CH:3]=1. The yield is 0.800. (2) The product is [F:21][C:18]1[CH:19]=[CH:20][C:13]([O:12][C:10]2[CH:9]=[CH:8][C:7]3[C:3]([CH2:2][N:22]4[CH2:26][CH2:25][CH2:24][CH2:23]4)=[N:4][O:5][C:6]=3[CH:11]=2)=[C:14]([CH:17]=1)[C:15]#[N:16]. The reactants are Br[CH2:2][C:3]1[C:7]2[CH:8]=[CH:9][C:10]([O:12][C:13]3[CH:20]=[CH:19][C:18]([F:21])=[CH:17][C:14]=3[C:15]#[N:16])=[CH:11][C:6]=2[O:5][N:4]=1.[NH:22]1[CH2:26][CH2:25][CH2:24][CH2:23]1. The yield is 0.940. The catalyst is ClCCl. (3) The reactants are Cl[CH2:2][C:3]1[CH:4]=[C:5]([F:12])[C:6]2[O:10][CH2:9][O:8][C:7]=2[CH:11]=1.[C-:13]#[N:14].[Na+].O. The catalyst is CS(C)=O. The product is [F:12][C:5]1[C:6]2[O:10][CH2:9][O:8][C:7]=2[CH:11]=[C:3]([CH2:2][C:13]#[N:14])[CH:4]=1. The yield is 0.700. (4) The reactants are [NH:1]1[C:5]2=[N:6][CH:7]=[CH:8][CH:9]=[C:4]2[C:3]([C:10]([O:12][CH3:13])=[O:11])=[N:2]1.[Br:14][C:15]1[CH:16]=[C:17](B(O)O)[CH:18]=[C:19]([N:21]2[CH2:26][CH2:25][O:24][CH2:23][CH2:22]2)[CH:20]=1. No catalyst specified. The product is [Br:14][C:15]1[CH:16]=[C:17]([N:1]2[C:5]3=[N:6][CH:7]=[CH:8][CH:9]=[C:4]3[C:3]([C:10]([O:12][CH3:13])=[O:11])=[N:2]2)[CH:18]=[C:19]([N:21]2[CH2:26][CH2:25][O:24][CH2:23][CH2:22]2)[CH:20]=1. The yield is 0.730.